Dataset: Reaction yield outcomes from USPTO patents with 853,638 reactions. Task: Predict the reaction yield, written as a fraction of the theoretical maximum amount of product (1.0 means a 100% yield; for example, 0.34 means a 34% yield). The reactants are [N:1]1[CH:6]=[CH:5][CH:4]=[C:3]([CH:7]([CH3:14])[CH2:8][C:9](OCC)=[O:10])[CH:2]=1.[NH3:15]. No catalyst specified. The product is [N:1]1[CH:6]=[CH:5][CH:4]=[C:3]([CH:7]([CH3:14])[CH2:8][C:9]([NH2:15])=[O:10])[CH:2]=1. The yield is 0.470.